Dataset: Full USPTO retrosynthesis dataset with 1.9M reactions from patents (1976-2016). Task: Predict the reactants needed to synthesize the given product. (1) Given the product [CH3:17][O:18][C:2]1[CH:16]=[CH:15][C:5]2[C:6](=[O:14])[N:7]3[CH2:13][CH2:12][CH2:11][C@H:8]3[CH2:9][O:10][C:4]=2[CH:3]=1, predict the reactants needed to synthesize it. The reactants are: F[C:2]1[CH:16]=[CH:15][C:5]2[C:6](=[O:14])[N:7]3[CH2:13][CH2:12][CH2:11][C@H:8]3[CH2:9][O:10][C:4]=2[CH:3]=1.[CH3:17][O-:18].[Na+]. (2) The reactants are: [CH2:1]([O:3][C:4]([C:6]1[N:7]([CH3:35])[C:8]([CH2:33][CH3:34])=[C:9]([C:31]#[N:32])[C:10]=1[C:11]1[CH:16]=[CH:15][C:14]([C:17]2[N:21](CC3C=CC(OC)=CC=3)[N:20]=[N:19][N:18]=2)=[CH:13][CH:12]=1)=[O:5])[CH3:2].C(O)(C(F)(F)F)=O. Given the product [CH2:1]([O:3][C:4]([C:6]1[N:7]([CH3:35])[C:8]([CH2:33][CH3:34])=[C:9]([C:31]#[N:32])[C:10]=1[C:11]1[CH:12]=[CH:13][C:14]([C:17]2[NH:18][N:19]=[N:20][N:21]=2)=[CH:15][CH:16]=1)=[O:5])[CH3:2], predict the reactants needed to synthesize it. (3) Given the product [Si:28]([O:27][C@@H:17]1[CH2:16][C:15]2[C@@:20]([CH3:26])([CH:21]3[CH:12]([CH2:13][CH:14]=2)[CH:11]2[C@@:24]([CH3:25])([C@@H:8]([C:6](=[O:7])[CH2:5][OH:4])[CH2:9][CH2:10]2)[CH2:23][CH2:22]3)[CH2:19][CH2:18]1)([C:41]([CH3:44])([CH3:43])[CH3:42])([C:35]1[CH:36]=[CH:37][CH:38]=[CH:39][CH:40]=1)[C:29]1[CH:30]=[CH:31][CH:32]=[CH:33][CH:34]=1, predict the reactants needed to synthesize it. The reactants are: C([O:4][CH2:5][C:6]([C@@H:8]1[C@:24]2([CH3:25])[CH:11]([CH:12]3[CH:21]([CH2:22][CH2:23]2)[C@:20]2([CH3:26])[C:15]([CH2:16][C@@H:17]([O:27][Si:28]([C:41]([CH3:44])([CH3:43])[CH3:42])([C:35]4[CH:40]=[CH:39][CH:38]=[CH:37][CH:36]=4)[C:29]4[CH:34]=[CH:33][CH:32]=[CH:31][CH:30]=4)[CH2:18][CH2:19]2)=[CH:14][CH2:13]3)[CH2:10][CH2:9]1)=[O:7])(=O)C.C([O-])([O-])=O.[K+].[K+].CCOC(C)=O. (4) Given the product [C:18](=[O:19])([OH:54])[OH:20].[F:51][C:48]([F:49])([F:50])[C:46]1[CH:45]=[C:5]([CH:4]=[C:3]([C:2]([F:53])([F:52])[F:1])[CH:47]=1)[CH2:6][N:7]([CH2:23][C:24]1[CH:29]=[C:28]([C:30]([F:32])([F:33])[F:31])[CH:27]=[CH:26][C:25]=1[C:34]1[CH:39]=[C:38]([CH:40]([CH3:41])[CH3:42])[CH:37]=[CH:36][C:35]=1[O:43][CH3:44])[C:8]1[N:13]=[CH:12][C:11]([O:14][CH2:15][CH2:16][CH2:17][C:18]([OH:20])=[O:19])=[CH:10][CH:9]=1, predict the reactants needed to synthesize it. The reactants are: [F:1][C:2]([F:53])([F:52])[C:3]1[CH:4]=[C:5]([CH:45]=[C:46]([C:48]([F:51])([F:50])[F:49])[CH:47]=1)[CH2:6][N:7]([CH2:23][C:24]1[CH:29]=[C:28]([C:30]([F:33])([F:32])[F:31])[CH:27]=[CH:26][C:25]=1[C:34]1[CH:39]=[C:38]([CH:40]([CH3:42])[CH3:41])[CH:37]=[CH:36][C:35]=1[O:43][CH3:44])[C:8]1[N:13]=[CH:12][C:11]([O:14][CH2:15][CH2:16][CH2:17][C:18]([O:20]CC)=[O:19])=[CH:10][CH:9]=1.[OH-:54].[Na+].Cl.C(Cl)Cl.